The task is: Regression. Given two drug SMILES strings and cell line genomic features, predict the synergy score measuring deviation from expected non-interaction effect.. This data is from NCI-60 drug combinations with 297,098 pairs across 59 cell lines. (1) Drug 1: CNC(=O)C1=NC=CC(=C1)OC2=CC=C(C=C2)NC(=O)NC3=CC(=C(C=C3)Cl)C(F)(F)F. Drug 2: C1C(C(OC1N2C=NC3=C2NC=NCC3O)CO)O. Cell line: HOP-62. Synergy scores: CSS=8.47, Synergy_ZIP=0.374, Synergy_Bliss=5.53, Synergy_Loewe=4.70, Synergy_HSA=3.70. (2) Drug 1: C1=CC(=CC=C1CCC2=CNC3=C2C(=O)NC(=N3)N)C(=O)NC(CCC(=O)O)C(=O)O. Drug 2: CC1=C(C=C(C=C1)C(=O)NC2=CC(=CC(=C2)C(F)(F)F)N3C=C(N=C3)C)NC4=NC=CC(=N4)C5=CN=CC=C5. Cell line: SK-OV-3. Synergy scores: CSS=47.3, Synergy_ZIP=2.72, Synergy_Bliss=1.23, Synergy_Loewe=-7.05, Synergy_HSA=0.918. (3) Drug 1: CC1CCC2CC(C(=CC=CC=CC(CC(C(=O)C(C(C(=CC(C(=O)CC(OC(=O)C3CCCCN3C(=O)C(=O)C1(O2)O)C(C)CC4CCC(C(C4)OC)O)C)C)O)OC)C)C)C)OC. Drug 2: CS(=O)(=O)OCCCCOS(=O)(=O)C. Cell line: LOX IMVI. Synergy scores: CSS=12.3, Synergy_ZIP=-7.73, Synergy_Bliss=-0.364, Synergy_Loewe=-14.5, Synergy_HSA=-1.71. (4) Drug 1: CCN(CC)CCNC(=O)C1=C(NC(=C1C)C=C2C3=C(C=CC(=C3)F)NC2=O)C. Drug 2: CN(CCCl)CCCl.Cl. Cell line: U251. Synergy scores: CSS=28.9, Synergy_ZIP=-7.33, Synergy_Bliss=-1.14, Synergy_Loewe=-1.36, Synergy_HSA=-0.705. (5) Synergy scores: CSS=39.0, Synergy_ZIP=-6.08, Synergy_Bliss=-10.1, Synergy_Loewe=-4.91, Synergy_HSA=-3.29. Drug 2: CCC1=CC2CC(C3=C(CN(C2)C1)C4=CC=CC=C4N3)(C5=C(C=C6C(=C5)C78CCN9C7C(C=CC9)(C(C(C8N6C)(C(=O)OC)O)OC(=O)C)CC)OC)C(=O)OC.C(C(C(=O)O)O)(C(=O)O)O. Drug 1: CC1=C2C(C(=O)C3(C(CC4C(C3C(C(C2(C)C)(CC1OC(=O)C(C(C5=CC=CC=C5)NC(=O)OC(C)(C)C)O)O)OC(=O)C6=CC=CC=C6)(CO4)OC(=O)C)OC)C)OC. Cell line: MALME-3M. (6) Drug 1: CCCCCOC(=O)NC1=NC(=O)N(C=C1F)C2C(C(C(O2)C)O)O. Drug 2: CCN(CC)CCNC(=O)C1=C(NC(=C1C)C=C2C3=C(C=CC(=C3)F)NC2=O)C. Cell line: T-47D. Synergy scores: CSS=-4.24, Synergy_ZIP=2.60, Synergy_Bliss=-0.553, Synergy_Loewe=-7.16, Synergy_HSA=-6.45. (7) Drug 1: CC1=C(C=C(C=C1)NC2=NC=CC(=N2)N(C)C3=CC4=NN(C(=C4C=C3)C)C)S(=O)(=O)N.Cl. Drug 2: CC1=C(N=C(N=C1N)C(CC(=O)N)NCC(C(=O)N)N)C(=O)NC(C(C2=CN=CN2)OC3C(C(C(C(O3)CO)O)O)OC4C(C(C(C(O4)CO)O)OC(=O)N)O)C(=O)NC(C)C(C(C)C(=O)NC(C(C)O)C(=O)NCCC5=NC(=CS5)C6=NC(=CS6)C(=O)NCCC[S+](C)C)O. Cell line: HT29. Synergy scores: CSS=-3.80, Synergy_ZIP=1.20, Synergy_Bliss=0.904, Synergy_Loewe=-0.854, Synergy_HSA=-1.74.